Dataset: Reaction yield outcomes from USPTO patents with 853,638 reactions. Task: Predict the reaction yield, written as a fraction of the theoretical maximum amount of product (1.0 means a 100% yield; for example, 0.34 means a 34% yield). (1) The reactants are C([O-])([O-])=O.[Cs+].[Cs+].F[C:8]1[CH:23]=[C:22]([C:24]([F:27])([F:26])[F:25])[CH:21]=[CH:20][C:9]=1[C:10]([NH:12][C:13]1[CH:18]=[CH:17][NH:16][C:15](=[O:19])[CH:14]=1)=[O:11].[F:28][C:29]([F:39])([F:38])[O:30][C:31]1[CH:36]=[CH:35][C:34]([OH:37])=[CH:33][CH:32]=1. The catalyst is CN(C=O)C. The product is [O:19]=[C:15]1[CH:14]=[C:13]([NH:12][C:10](=[O:11])[C:9]2[CH:20]=[CH:21][C:22]([C:24]([F:27])([F:26])[F:25])=[CH:23][C:8]=2[O:37][C:34]2[CH:35]=[CH:36][C:31]([O:30][C:29]([F:28])([F:38])[F:39])=[CH:32][CH:33]=2)[CH:18]=[CH:17][NH:16]1. The yield is 0.280. (2) The reactants are [Na].[F:2][C:3]([F:12])([F:11])[C:4]1[CH:5]=[C:6]([SH:10])[CH:7]=[CH:8][CH:9]=1.Cl[CH2:14][C:15]#[N:16].CCOCC. The catalyst is C(O)C. The product is [F:12][C:3]([F:2])([F:11])[C:4]1[CH:5]=[C:6]([S:10][CH2:14][C:15]#[N:16])[CH:7]=[CH:8][CH:9]=1. The yield is 1.00. (3) The reactants are N1[CH:6]=[CH:5][N:4]=[C:3]([C:7]([O:9][CH2:10][CH3:11])=[O:8])N=1.[C:12]1(=O)[CH2:16][CH2:15][CH2:14][CH2:13]1.N1CCCC1. The catalyst is C1(C)C=CC=CC=1. The product is [C:3]1([C:7]([O:9][CH2:10][CH3:11])=[O:8])[C:13]2[CH2:14][CH2:15][CH2:16][C:12]=2[CH:6]=[CH:5][N:4]=1. The yield is 0.250. (4) The reactants are [CH3:1][C:2]1[O:6][N:5]=[C:4]([C:7]2[CH:12]=[CH:11][CH:10]=[CH:9][CH:8]=2)[C:3]=1[C:13]1[N:14]=[C:15]2[CH:20]=[CH:19][C:18]([NH2:21])=[CH:17][N:16]2[CH:22]=1.[CH:23]1([C:27](O)=[O:28])[CH2:26][CH2:25][CH2:24]1. No catalyst specified. The product is [CH3:1][C:2]1[O:6][N:5]=[C:4]([C:7]2[CH:8]=[CH:9][CH:10]=[CH:11][CH:12]=2)[C:3]=1[C:13]1[N:14]=[C:15]2[CH:20]=[CH:19][C:18]([NH:21][C:27]([CH:23]3[CH2:26][CH2:25][CH2:24]3)=[O:28])=[CH:17][N:16]2[CH:22]=1. The yield is 0.300. (5) The catalyst is CN(C)C=O. The yield is 0.400. The reactants are Br[CH:2]([C:9](=O)[CH3:10])[CH2:3][C:4]([O:6][CH2:7][CH3:8])=[O:5].[Cl:12][CH2:13][CH2:14][CH2:15][O:16][C:17]1[CH:22]=[CH:21][C:20]([C:23](=[S:25])[NH2:24])=[CH:19][CH:18]=1.C(OCC)(=O)C. The product is [Cl:12][CH2:13][CH2:14][CH2:15][O:16][C:17]1[CH:22]=[CH:21][C:20]([C:23]2[S:25][C:2]([CH2:3][C:4]([O:6][CH2:7][CH3:8])=[O:5])=[C:9]([CH3:10])[N:24]=2)=[CH:19][CH:18]=1. (6) The reactants are Br[C:2]1[CH:3]=[CH:4][C:5]2[O:11][CH2:10][CH2:9][N:8]3[C:12]([C:18]([NH:20][CH2:21][CH:22]4[CH2:25][O:24][CH2:23]4)=[O:19])=[C:13]([C:15]([NH2:17])=[O:16])[N:14]=[C:7]3[C:6]=2[CH:26]=1.C(NC(C1N2CCOC3C=CC([C:48]#[C:49][C@@:50]([OH:58])([C:52]4[CH:56]=[C:55]([CH3:57])[O:54][N:53]=4)[CH3:51])=CC=3C2=NC=1C(N)=O)=O)(C)(C)C.CNC1COC1.CC1ON=C([C@](O)(C#C)C)C=1. No catalyst specified. The product is [OH:58][C@:50]([C:52]1[CH:56]=[C:55]([CH3:57])[O:54][N:53]=1)([CH3:51])[C:49]#[C:48][C:2]1[CH:3]=[CH:4][C:5]2[O:11][CH2:10][CH2:9][N:8]3[C:12]([C:18]([NH:20][CH2:21][CH:22]4[CH2:25][O:24][CH2:23]4)=[O:19])=[C:13]([C:15]([NH2:17])=[O:16])[N:14]=[C:7]3[C:6]=2[CH:26]=1. The yield is 0.0200. (7) The reactants are [NH2:1][C:2]1[CH:3]=[C:4]2[C:9](=[CH:10][CH:11]=1)[C:8](=[O:12])[NH:7][CH:6]=[CH:5]2.[Cl:13]N1C(=O)CCC1=O. The catalyst is CN(C=O)C. The product is [NH2:1][C:2]1[C:3]([Cl:13])=[C:4]2[C:9](=[CH:10][CH:11]=1)[C:8](=[O:12])[NH:7][CH:6]=[CH:5]2. The yield is 0.820. (8) The product is [CH3:13][C:6]1[CH:7]=[CH:8][C:3]([CH2:2][C:1]([O:10][CH2:11][Cl:12])=[O:9])=[CH:4][CH:5]=1. The reactants are [C:1]([O:10][CH2:11][Cl:12])(=[O:9])[CH2:2][CH2:3][CH2:4][CH2:5][CH2:6][CH2:7][CH3:8].[CH3:13]C1C=CC(CC(O)=O)=CC=1.C(=O)([O-])O.[Na+].ClCOS(Cl)(=O)=O. The catalyst is S([O-])(O)(=O)=O.C([N+](CCCC)(CCCC)CCCC)CCC.O.ClCCl.ClCCl. The yield is 0.800. (9) The reactants are [OH:1][C:2]1[CH:7]=[CH:6][C:5]([O:8][CH3:9])=[CH:4][C:3]=1[C:10](=[O:12])[CH3:11].[Si:13]([O:20][CH2:21][CH2:22][CH2:23][C:24](=O)[CH3:25])([C:16]([CH3:19])([CH3:18])[CH3:17])([CH3:15])[CH3:14].CCO.N1CCCC1. The catalyst is C(OCC)C.O. The product is [Si:13]([O:20][CH2:21][CH2:22][CH2:23][C:24]1([CH3:25])[CH2:11][C:10](=[O:12])[C:3]2[C:2](=[CH:7][CH:6]=[C:5]([O:8][CH3:9])[CH:4]=2)[O:1]1)([C:16]([CH3:17])([CH3:18])[CH3:19])([CH3:14])[CH3:15]. The yield is 0.650. (10) The reactants are [C:1]([OH:9])(=[O:8])[CH:2]([CH2:4][C:5]([OH:7])=[O:6])[OH:3].[CH3:10][C:11]1C=CC(S(O)(=O)=O)=C[CH:16]=1. The catalyst is CCOC(C)=O. The product is [CH3:10][C:11]1([CH3:16])[O:3][CH:2]([CH2:4][C:5]([OH:7])=[O:6])[C:1](=[O:9])[O:8]1. The yield is 0.990.